Dataset: Catalyst prediction with 721,799 reactions and 888 catalyst types from USPTO. Task: Predict which catalyst facilitates the given reaction. Reactant: [CH:1]([C:4]1[N:5]=[C:6]([NH2:9])[S:7][CH:8]=1)([CH3:3])[CH3:2].C(O)(=O)C.[I:14]Cl. Product: [I:14][C:8]1[S:7][C:6]([NH2:9])=[N:5][C:4]=1[CH:1]([CH3:3])[CH3:2]. The catalyst class is: 2.